This data is from hERG Central: cardiac toxicity at 1µM, 10µM, and general inhibition. The task is: Predict hERG channel inhibition at various concentrations. (1) The compound is CCOC(=O)c1cnc2ccc(C)cc2c1NCCN1CCOCC1.Cl. Results: hERG_inhib (hERG inhibition (general)): blocker. (2) The compound is O=C(CCNc1ccc(Cc2ccncc2)cc1)c1ccc([N+](=O)[O-])cc1. Results: hERG_inhib (hERG inhibition (general)): blocker.